From a dataset of Reaction yield outcomes from USPTO patents with 853,638 reactions. Predict the reaction yield, written as a fraction of the theoretical maximum amount of product (1.0 means a 100% yield; for example, 0.34 means a 34% yield). (1) The reactants are [CH3:1][C:2]1[N:3]([C:8]2[CH:13]=[CH:12][CH:11]=[C:10]([CH3:14])[N:9]=2)[C:4]([CH3:7])=[CH:5][CH:6]=1.[CH2:15](I)[CH2:16][CH3:17].C(I)C. No catalyst specified. The yield is 0.640. The product is [CH2:14]([C:10]1[CH:11]=[CH:12][CH:13]=[C:8]([N:3]2[C:2]([CH3:1])=[CH:6][CH:5]=[C:4]2[CH3:7])[N:9]=1)[CH2:15][CH2:16][CH3:17]. (2) The reactants are O1CCCCC1[N:7]1[C:15]2[C:10](=[CH:11][C:12]([C:16]3[N:20]=[CH:19][N:18](C(C4C=CC=CC=4)(C4C=CC=CC=4)C4C=CC=CC=4)[N:17]=3)=[CH:13][CH:14]=2)[C:9]([C:40]2[CH:41]=[C:42]([NH2:46])[CH:43]=[CH:44][CH:45]=2)=[N:8]1.[CH3:47][CH:48]([CH3:52])[C:49](Cl)=[O:50].O. The catalyst is N1C=CC=CC=1. The product is [NH:18]1[CH:19]=[N:20][C:16]([C:12]2[CH:11]=[C:10]3[C:15](=[CH:14][CH:13]=2)[NH:7][N:8]=[C:9]3[C:40]2[CH:41]=[C:42]([NH:46][C:49](=[O:50])[CH:48]([CH3:52])[CH3:47])[CH:43]=[CH:44][CH:45]=2)=[N:17]1. The yield is 0.0500. (3) The reactants are [NH2:1][C:2]1[CH:3]=[C:4]([CH:14]=[CH:15][CH:16]=1)[CH2:5][NH:6][C:7](=[O:13])[O:8][C:9]([CH3:12])([CH3:11])[CH3:10].CCN(CC)CC.[C:24](Cl)(=[O:26])[CH3:25]. The catalyst is C(Cl)Cl. The product is [C:24]([NH:1][C:2]1[CH:3]=[C:4]([CH:14]=[CH:15][CH:16]=1)[CH2:5][NH:6][C:7](=[O:13])[O:8][C:9]([CH3:12])([CH3:11])[CH3:10])(=[O:26])[CH3:25]. The yield is 0.360. (4) The reactants are [Cl:1][C:2]1[CH:7]=[CH:6][N:5]=[C:4]([NH:8][C:9](=[O:15])[O:10][C:11]([CH3:14])([CH3:13])[CH3:12])[CH:3]=1.C([Li])CCC.CN([CH:24]=[O:25])C. The catalyst is C1COCC1. The product is [Cl:1][C:2]1[CH:7]=[CH:6][N:5]=[C:4]([NH:8][C:9](=[O:15])[O:10][C:11]([CH3:12])([CH3:14])[CH3:13])[C:3]=1[CH:24]=[O:25]. The yield is 0.270.